Dataset: Full USPTO retrosynthesis dataset with 1.9M reactions from patents (1976-2016). Task: Predict the reactants needed to synthesize the given product. (1) Given the product [CH:2]([N:38]1[CH2:37][CH2:36][CH:35]([C:33]([NH:32][C:7]2[CH:8]=[C:9]([C:12]([N:14]3[CH2:19][CH2:18][CH:17]([C:20]4[CH:21]=[CH:22][C:23]([C:26]5[CH:27]=[N:28][N:29]([CH3:31])[CH:30]=5)=[CH:24][CH:25]=4)[CH2:16][CH2:15]3)=[O:13])[CH:10]=[CH:11][C:6]=2[CH3:5])=[O:34])[CH2:40][CH2:39]1)([CH3:4])[CH3:1], predict the reactants needed to synthesize it. The reactants are: [CH3:1][C:2]([CH3:4])=O.[CH3:5][C:6]1[CH:11]=[CH:10][C:9]([C:12]([N:14]2[CH2:19][CH2:18][CH:17]([C:20]3[CH:25]=[CH:24][C:23]([C:26]4[CH:27]=[N:28][N:29]([CH3:31])[CH:30]=4)=[CH:22][CH:21]=3)[CH2:16][CH2:15]2)=[O:13])=[CH:8][C:7]=1[NH:32][C:33]([CH:35]1[CH2:40][CH2:39][NH:38][CH2:37][CH2:36]1)=[O:34].C(O[BH-](OC(=O)C)OC(=O)C)(=O)C.[Na+].[OH-].[Na+]. (2) Given the product [C:1]([O:4][CH2:5][C@H:6]([NH:10][C:11]([O:13][CH2:14][C:15]1[CH:20]=[CH:19][CH:18]=[CH:17][CH:16]=1)=[O:12])[C:7]([N:36]1[CH2:40][CH2:39][CH2:38][C@H:37]1[C:41]([O:43][C:44]([CH3:47])([CH3:46])[CH3:45])=[O:42])=[O:9])(=[O:3])[CH3:2], predict the reactants needed to synthesize it. The reactants are: [C:1]([O:4][CH2:5][C@H:6]([NH:10][C:11]([O:13][CH2:14][C:15]1[CH:20]=[CH:19][CH:18]=[CH:17][CH:16]=1)=[O:12])[C:7]([OH:9])=O)(=[O:3])[CH3:2].CN1CCOCC1.ClC(OCC(C)C)=O.[NH:36]1[CH2:40][CH2:39][CH2:38][C@H:37]1[C:41]([O:43][C:44]([CH3:47])([CH3:46])[CH3:45])=[O:42]. (3) Given the product [CH3:8][C:2]([S:9][CH2:10][C@@H:11]1[CH2:16][CH2:15][CH2:14][CH2:13][O:12]1)([CH3:1])[C:3]([OH:5])=[O:4], predict the reactants needed to synthesize it. The reactants are: [CH3:1][C:2]([S:9][CH2:10][C@@H:11]1[CH2:16][CH2:15][CH2:14][CH2:13][O:12]1)([CH3:8])[C:3]([O:5]CC)=[O:4].O.[OH-].[Li+]. (4) Given the product [C:40]([O:39][C:62]([N:60]([CH3:61])[C:14]1[CH:15]=[CH:16][C:17]([C:49]2[CH:57]=[CH:56][C:52]([C:53]([OH:55])=[O:54])=[CH:51][CH:50]=2)=[CH:18][CH:19]=1)=[O:63])([CH3:46])([CH3:45])[CH3:41], predict the reactants needed to synthesize it. The reactants are: [C:14]1(P([C:14]2[CH:19]=[CH:18][CH:17]=[CH:16][CH:15]=2)[C:14]2[CH:19]=[CH:18][CH:17]=[CH:16][CH:15]=2)[CH:19]=[CH:18][CH:17]=[CH:16][CH:15]=1.P([O-])([O-])([O-])=O.[K+].[K+].[K+].COC(=O)NC1C=CC(B2O[C:41](C)(C)[C:40]([CH3:46])([CH3:45])[O:39]2)=CC=1.I[C:49]1[CH:57]=[CH:56][C:52]([C:53]([OH:55])=[O:54])=[CH:51][CH:50]=1.Cl.C[N:60]([CH:62]=[O:63])[CH3:61]. (5) Given the product [N:32]1([S:29]([N:6]([CH2:5][C:4]([OH:41])=[O:3])[CH2:7][C:8]2[CH:13]=[CH:12][CH:11]=[C:10]([O:14][CH2:15][CH2:16][C:17]3[N:18]=[C:19]([C:23]4[CH:24]=[CH:25][CH:26]=[CH:27][CH:28]=4)[O:20][C:21]=3[CH3:22])[CH:9]=2)(=[O:30])=[O:31])[C:40]2[C:35](=[CH:36][CH:37]=[CH:38][CH:39]=2)[CH2:34][CH2:33]1, predict the reactants needed to synthesize it. The reactants are: C([O:3][C:4](=[O:41])[CH2:5][N:6]([S:29]([N:32]1[C:40]2[C:35](=[CH:36][CH:37]=[CH:38][CH:39]=2)[CH2:34][CH2:33]1)(=[O:31])=[O:30])[CH2:7][C:8]1[CH:13]=[CH:12][CH:11]=[C:10]([O:14][CH2:15][CH2:16][C:17]2[N:18]=[C:19]([C:23]3[CH:28]=[CH:27][CH:26]=[CH:25][CH:24]=3)[O:20][C:21]=2[CH3:22])[CH:9]=1)C.O.[OH-].[Li+]. (6) Given the product [NH2:17][CH2:16][CH2:15][CH2:14][C@@H:13]([NH:12][S:9]([C:3]1[CH:4]=[CH:5][C:6]([F:8])=[CH:7][C:2]=1[Cl:1])(=[O:11])=[O:10])[CH2:25][OH:26], predict the reactants needed to synthesize it. The reactants are: [Cl:1][C:2]1[CH:7]=[C:6]([F:8])[CH:5]=[CH:4][C:3]=1[S:9]([NH:12][C@@H:13]([CH2:25][OH:26])[CH2:14][CH2:15][CH2:16][NH:17]C(=O)OC(C)(C)C)(=[O:11])=[O:10].Cl.